This data is from Full USPTO retrosynthesis dataset with 1.9M reactions from patents (1976-2016). The task is: Predict the reactants needed to synthesize the given product. Given the product [F:10][C:11]1[CH:16]=[CH:15][C:14]([F:17])=[CH:13][C:12]=1[O:18][C:2]1[CH:7]=[CH:6][N:5]=[C:4]([NH2:8])[C:3]=1[I:9], predict the reactants needed to synthesize it. The reactants are: Cl[C:2]1[CH:7]=[CH:6][N:5]=[C:4]([NH2:8])[C:3]=1[I:9].[F:10][C:11]1[CH:16]=[CH:15][C:14]([F:17])=[CH:13][C:12]=1[OH:18].C1CCN2C(=NCCC2)CC1.[OH-].[Na+].